This data is from Full USPTO retrosynthesis dataset with 1.9M reactions from patents (1976-2016). The task is: Predict the reactants needed to synthesize the given product. (1) Given the product [CH3:32][O:19][C:18]([C:17]1[N:8]([CH2:1][C:2]2[CH:3]=[CH:4][CH:5]=[CH:6][CH:7]=2)[C:9](=[O:29])[C:10]2[C:15]([C:16]=1[C:21]1[CH:22]=[CH:23][CH:24]=[CH:25][CH:26]=1)=[CH:14][C:13]([O:27][CH3:28])=[CH:12][CH:11]=2)=[O:20], predict the reactants needed to synthesize it. The reactants are: [CH2:1]([N:8]1[C:17]([C:18]([OH:20])=[O:19])=[C:16]([C:21]2[CH:26]=[CH:25][CH:24]=[CH:23][CH:22]=2)[C:15]2[C:10](=[CH:11][CH:12]=[C:13]([O:27][CH3:28])[CH:14]=2)[C:9]1=[O:29])[C:2]1[CH:7]=[CH:6][CH:5]=[CH:4][CH:3]=1.CI.[C:32](=O)([O-])[O-].[K+].[K+].O. (2) Given the product [N:9]1[CH:10]=[CH:11][CH:12]=[C:7]([O:6][CH2:5][CH2:4][CH2:3][CH2:2][NH2:14])[CH:8]=1, predict the reactants needed to synthesize it. The reactants are: Cl[CH2:2][CH2:3][CH2:4][CH2:5][O:6][C:7]1[CH:8]=[N:9][CH:10]=[CH:11][CH:12]=1.[OH-].[NH4+:14]. (3) Given the product [C:1]1([CH3:15])[CH:6]=[C:5]([CH3:7])[CH:4]=[C:3]([CH3:8])[C:2]=1[S:9][CH2:10][C:11]([NH:17][NH2:18])=[O:12], predict the reactants needed to synthesize it. The reactants are: [C:1]1([CH3:15])[CH:6]=[C:5]([CH3:7])[CH:4]=[C:3]([CH3:8])[C:2]=1[S:9][CH2:10][C:11](OC)=[O:12].O.[NH2:17][NH2:18].